This data is from Peptide-MHC class II binding affinity with 134,281 pairs from IEDB. The task is: Regression. Given a peptide amino acid sequence and an MHC pseudo amino acid sequence, predict their binding affinity value. This is MHC class II binding data. (1) The peptide sequence is RMAEAEMVIHHQHVQ. The MHC is DRB1_1301 with pseudo-sequence DRB1_1301. The binding affinity (normalized) is 0.666. (2) The peptide sequence is ASLTEALRVIAGALE. The MHC is DRB1_0701 with pseudo-sequence DRB1_0701. The binding affinity (normalized) is 0.529.